From a dataset of Forward reaction prediction with 1.9M reactions from USPTO patents (1976-2016). Predict the product of the given reaction. (1) The product is: [C:1]1([C:27]2[CH:32]=[CH:31][CH:30]=[CH:29][CH:28]=2)[CH:6]=[CH:5][C:4]([N:7]([C:20]2[CH:25]=[CH:24][C:23]([B:42]3[O:46][C:45]([CH3:48])([CH3:47])[C:44]([CH3:50])([CH3:49])[O:43]3)=[CH:22][CH:21]=2)[C:8]2[CH:13]=[CH:12][C:11]([C:14]3[CH:19]=[CH:18][CH:17]=[CH:16][CH:15]=3)=[CH:10][CH:9]=2)=[CH:3][CH:2]=1. Given the reactants [C:1]1([C:27]2[CH:32]=[CH:31][CH:30]=[CH:29][CH:28]=2)[CH:6]=[CH:5][C:4]([N:7]([C:20]2[CH:25]=[CH:24][C:23](Br)=[CH:22][CH:21]=2)[C:8]2[CH:13]=[CH:12][C:11]([C:14]3[CH:19]=[CH:18][CH:17]=[CH:16][CH:15]=3)=[CH:10][CH:9]=2)=[CH:3][CH:2]=1.[Li]CCCC.C(O[B:42]1[O:46][C:45]([CH3:48])([CH3:47])[C:44]([CH3:50])([CH3:49])[O:43]1)(C)C, predict the reaction product. (2) Given the reactants [Br:1][C:2]1[CH:6]=[C:5]([C:7]2[O:12][C:11](=[O:13])[C:10]3[CH:14]=[C:15]([C:19]#[N:20])[CH:16]=[C:17]([CH3:18])[C:9]=3[N:8]=2)[N:4]([C:21]2[C:26]([Cl:27])=[CH:25][CH:24]=[CH:23][N:22]=2)[N:3]=1.CCOCC.[CH3:33][CH:34]([CH:36]1[CH2:38][CH2:37]1)[NH2:35], predict the reaction product. The product is: [Br:1][C:2]1[CH:6]=[C:5]([C:7]([NH:8][C:9]2[C:17]([CH3:18])=[CH:16][C:15]([C:19]#[N:20])=[CH:14][C:10]=2[C:11]([NH:35][CH:34]([CH:36]2[CH2:38][CH2:37]2)[CH3:33])=[O:13])=[O:12])[N:4]([C:21]2[C:26]([Cl:27])=[CH:25][CH:24]=[CH:23][N:22]=2)[N:3]=1.